Dataset: Full USPTO retrosynthesis dataset with 1.9M reactions from patents (1976-2016). Task: Predict the reactants needed to synthesize the given product. (1) Given the product [Si:1]([O:8][C:9]1[CH:26]=[CH:25][C:24]2[C@@H:23]3[C@:14]([CH:35]=[CH2:36])([C@H:15]4[C@@:19]([CH2:21][CH2:22]3)([CH3:20])[C@@H:18]([OH:27])[CH2:17][CH2:16]4)[CH2:13][CH2:12][C:11]=2[CH:10]=1)([C:4]([CH3:7])([CH3:6])[CH3:5])([CH3:2])[CH3:3], predict the reactants needed to synthesize it. The reactants are: [Si:1]([O:8][C:9]1[CH:26]=[CH:25][C:24]2[C@@H:23]3[C@:14]([CH:35]=[CH2:36])([C@H:15]4[C@@:19]([CH2:21][CH2:22]3)([CH3:20])[C@@H:18]([O:27][Si](C(C)(C)C)(C)C)[CH2:17][CH2:16]4)[CH2:13][CH2:12][C:11]=2[CH:10]=1)([C:4]([CH3:7])([CH3:6])[CH3:5])([CH3:3])[CH3:2].Cl.O.C(OCC)(=O)C. (2) Given the product [CH2:1]([O:3][C:4]([C:6]1[C:7]([OH:22])=[C:8]2[C:14]([Cl:15])=[C:13]([Cl:16])[N:12]([CH2:17][CH2:18][CH:19]([CH3:21])[CH3:20])[C:9]2=[C:10]([Br:23])[N:11]=1)=[O:5])[CH3:2], predict the reactants needed to synthesize it. The reactants are: [CH2:1]([O:3][C:4]([C:6]1[C:7]([OH:22])=[C:8]2[C:14]([Cl:15])=[C:13]([Cl:16])[N:12]([CH2:17][CH2:18][CH:19]([CH3:21])[CH3:20])[C:9]2=[CH:10][N:11]=1)=[O:5])[CH3:2].[Br:23]N1C(=O)CCC1=O.C(OOC(=O)C1C=CC=CC=1)(=O)C1C=CC=CC=1.